This data is from Reaction yield outcomes from USPTO patents with 853,638 reactions. The task is: Predict the reaction yield, written as a fraction of the theoretical maximum amount of product (1.0 means a 100% yield; for example, 0.34 means a 34% yield). (1) The reactants are C(C1C=C(O)C(=O)NN=1)C.C([O:18][C:19]1[CH:20]=[C:21]([N:33]([CH2:35][CH3:36])[CH3:34])[N:22]=[N:23][C:24]=1[O:25]CC1C=CC=CC=1)C1C=CC=CC=1. The catalyst is O1CCCC1. The product is [CH2:35]([N:33]([CH3:34])[C:21]1[CH:20]=[C:19]([OH:18])[C:24](=[O:25])[NH:23][N:22]=1)[CH3:36]. The yield is 0.220. (2) The product is [CH2:2]([C:4]1[N:9]([CH2:10][C:11](=[O:18])[C:12]2[CH:13]=[CH:14][CH:15]=[CH:16][CH:17]=2)[C:8](=[O:19])[C:7]2[C:20]([O:33][CH3:34])=[C:21]([C:24]([NH:26][CH:27]3[CH2:28][CH2:29][N:30]([C:51](=[O:50])[CH2:52][OH:53])[CH2:31][CH2:32]3)=[O:25])[N:22]([CH3:23])[C:6]=2[CH:5]=1)[CH3:3]. The yield is 0.650. The reactants are Cl.[CH2:2]([C:4]1[N:9]([CH2:10][C:11](=[O:18])[C:12]2[CH:17]=[CH:16][CH:15]=[CH:14][CH:13]=2)[C:8](=[O:19])[C:7]2[C:20]([O:33][CH3:34])=[C:21]([C:24]([NH:26][CH:27]3[CH2:32][CH2:31][NH:30][CH2:29][CH2:28]3)=[O:25])[N:22]([CH3:23])[C:6]=2[CH:5]=1)[CH3:3].C(N(CC)CC)C.C1COCC1.C([O:50][CH2:51][C:52](Cl)=[O:53])(=O)C. The catalyst is C(OCC)(=O)C. (3) The reactants are [Cl:1][C:2]1[C:7]([C:8]([OH:10])=[O:9])=[CH:6][C:5]([F:11])=[C:4](Cl)[N:3]=1.[CH3:13][O-:14].[Na+].O.Cl. The catalyst is CO. The product is [Cl:1][C:2]1[C:7]([C:8]([OH:10])=[O:9])=[CH:6][C:5]([F:11])=[C:4]([O:14][CH3:13])[N:3]=1. The yield is 0.650. (4) The reactants are [CH2:1]([N:8](C)[C:9]1[C:14]([F:15])=[CH:13][N:12]=[C:11](Cl)[N:10]=1)[C:2]1[CH:7]=[CH:6][CH:5]=[CH:4][CH:3]=1.[OH-:18].[K+].Cl.O1CCOC[CH2:22]1.O. The catalyst is O. The product is [CH2:2]([CH2:1][NH:8][C:9]1[C:14]([F:15])=[CH:13][N:12]=[C:11]([OH:18])[N:10]=1)[C:7]1[CH:6]=[CH:5][CH:4]=[CH:3][CH:22]=1. The yield is 0.230. (5) The reactants are O=[C:2]1[CH2:7][CH2:6][N:5]([C:8]([O:10][C:11]([CH3:14])([CH3:13])[CH3:12])=[O:9])[CH2:4][CH:3]1[C:15]([O:17]C)=O.[O-]CC.[Na+].[CH3:23][O:24][C:25]1[CH:26]=[C:27]([NH:37][C:38]([NH2:40])=[NH:39])[CH:28]=[CH:29][C:30]=1[N:31]1[CH:35]=[C:34]([CH3:36])[N:33]=[CH:32]1. The catalyst is C(O)C. The product is [OH:17][C:15]1[C:3]2[CH2:4][N:5]([C:8]([O:10][C:11]([CH3:12])([CH3:13])[CH3:14])=[O:9])[CH2:6][CH2:7][C:2]=2[N:40]=[C:38]([NH:37][C:27]2[CH:28]=[CH:29][C:30]([N:31]3[CH:35]=[C:34]([CH3:36])[N:33]=[CH:32]3)=[C:25]([O:24][CH3:23])[CH:26]=2)[N:39]=1. The yield is 0.394. (6) The reactants are [CH2:1](O)[CH3:2].O.[S:5]1[CH:9]=[CH:8][CH:7]=[C:6]1[C:10]1[CH:11]=[C:12]2[C:16](=[CH:17][CH:18]=1)[NH:15][N:14]=[C:13]2[NH:19][C:20]([NH2:22])=[S:21].ClC(OCC)CCl. The catalyst is C(OCC)(=O)C.C(=O)([O-])O.[Na+]. The product is [S:21]1[CH:2]=[CH:1][N:22]=[C:20]1[NH:19][C:13]1[C:12]2[C:16](=[CH:17][CH:18]=[C:10]([C:6]3[S:5][CH:9]=[CH:8][CH:7]=3)[CH:11]=2)[NH:15][N:14]=1. The yield is 0.180. (7) The reactants are [C:9](O[C:9]([O:11][C:12]([CH3:15])([CH3:14])[CH3:13])=[O:10])([O:11][C:12]([CH3:15])([CH3:14])[CH3:13])=[O:10].[Cl:16][C:17]1[CH:26]=[C:25]([O:27][CH3:28])[C:24]([Cl:29])=[C:23]2[C:18]=1[CH2:19][CH2:20][NH:21][C:22]2=[O:30]. The catalyst is CN(C)C1C=CN=CC=1.CN(C)C=O. The product is [Cl:16][C:17]1[CH:26]=[C:25]([O:27][CH3:28])[C:24]([Cl:29])=[C:23]2[C:18]=1[CH2:19][CH2:20][N:21]([C:9]([O:11][C:12]([CH3:13])([CH3:14])[CH3:15])=[O:10])[C:22]2=[O:30]. The yield is 0.390.